Dataset: Forward reaction prediction with 1.9M reactions from USPTO patents (1976-2016). Task: Predict the product of the given reaction. (1) Given the reactants [Br:1][C:2]1[N:7]=[C:6]([NH2:8])[C:5]([NH2:9])=[CH:4][CH:3]=1.[OH-].[Na+].[CH:12](O)=O, predict the reaction product. The product is: [Br:1][C:2]1[N:7]=[C:6]2[N:8]=[CH:12][NH:9][C:5]2=[CH:4][CH:3]=1. (2) The product is: [N:8]([CH2:11][C:12]1[C:13]([C:32]([NH:1][N:2]2[CH2:7][CH2:6][CH2:5][CH2:4][CH2:3]2)=[O:33])=[N:14][C:15]([C:25]2[CH:30]=[CH:29][C:28]([Cl:31])=[CH:27][CH:26]=2)=[C:16]([C:18]2[CH:19]=[CH:20][C:21]([Cl:24])=[CH:22][CH:23]=2)[N:17]=1)=[N+:9]=[N-:10]. Given the reactants [NH2:1][N:2]1[CH2:7][CH2:6][CH2:5][CH2:4][CH2:3]1.[N:8]([CH2:11][C:12]1[C:13]([C:32](Cl)=[O:33])=[N:14][C:15]([C:25]2[CH:30]=[CH:29][C:28]([Cl:31])=[CH:27][CH:26]=2)=[C:16]([C:18]2[CH:23]=[CH:22][C:21]([Cl:24])=[CH:20][CH:19]=2)[N:17]=1)=[N+:9]=[N-:10], predict the reaction product.